This data is from Reaction yield outcomes from USPTO patents with 853,638 reactions. The task is: Predict the reaction yield, written as a fraction of the theoretical maximum amount of product (1.0 means a 100% yield; for example, 0.34 means a 34% yield). The reactants are [NH2:1][C:2]1[CH:10]=[C:9]([O:11][CH3:12])[C:8]([O:13][CH3:14])=[CH:7][C:3]=1[C:4]([NH2:6])=[O:5].[CH:15]([C:17]1[CH:27]=[C:26]([CH3:28])[C:20]([O:21][CH2:22][C:23]([NH2:25])=[O:24])=[C:19]([CH3:29])[CH:18]=1)=O.S([O-])(O)=O.[Na+].C1(C)C=CC(S(O)(=O)=O)=CC=1. The catalyst is CN(C)C(=O)C.O. The product is [CH3:14][O:13][C:8]1[CH:7]=[C:3]2[C:2](=[CH:10][C:9]=1[O:11][CH3:12])[N:1]=[C:15]([C:17]1[CH:27]=[C:26]([CH3:28])[C:20]([O:21][CH2:22][C:23]([NH2:25])=[O:24])=[C:19]([CH3:29])[CH:18]=1)[NH:6][C:4]2=[O:5]. The yield is 0.760.